Dataset: Full USPTO retrosynthesis dataset with 1.9M reactions from patents (1976-2016). Task: Predict the reactants needed to synthesize the given product. (1) Given the product [C:22]([N:19]1[CH2:18][CH2:17][N:16]([C:12]2[CH:11]=[C:10]([CH:15]=[CH:14][CH:13]=2)[O:9][C:6]2[N:5]([CH2:25][CH3:26])[C:4]([C@H:2]([NH:1][S:43]([C:38]3[CH:39]=[CH:40][C:41]([Cl:42])=[C:36]([Cl:35])[CH:37]=3)(=[O:45])=[O:44])[CH3:3])=[N:8][N:7]=2)[CH2:21][CH2:20]1)(=[O:24])[CH3:23], predict the reactants needed to synthesize it. The reactants are: [NH2:1][C@@H:2]([C:4]1[N:5]([CH2:25][CH3:26])[C:6]([O:9][C:10]2[CH:11]=[C:12]([N:16]3[CH2:21][CH2:20][N:19]([C:22](=[O:24])[CH3:23])[CH2:18][CH2:17]3)[CH:13]=[CH:14][CH:15]=2)=[N:7][N:8]=1)[CH3:3].Cl.C(N(CC)CC)C.[Cl:35][C:36]1[CH:37]=[C:38]([S:43](Cl)(=[O:45])=[O:44])[CH:39]=[CH:40][C:41]=1[Cl:42].C([O-])([O-])=O.[K+].[K+]. (2) Given the product [Cl:1][C:2]1[CH:3]=[CH:4][C:5]([C:43]#[N:44])=[C:6]([C:8]2[C:13]([O:14][CH3:15])=[CH:12][N:11]([CH:16]([CH2:38][CH2:39][O:40][CH3:41])[C:17]([NH:19][C:20]3[CH:28]=[C:27]4[C:23]([C:24](=[O:37])[N:25]([CH3:36])[NH:26]4)=[CH:22][CH:21]=3)=[O:18])[C:10](=[O:42])[CH:9]=2)[CH:7]=1, predict the reactants needed to synthesize it. The reactants are: [Cl:1][C:2]1[CH:3]=[CH:4][C:5]([C:43]#[N:44])=[C:6]([C:8]2[C:13]([O:14][CH3:15])=[CH:12][N:11]([CH:16]([CH2:38][CH2:39][O:40][CH3:41])[C:17]([NH:19][C:20]3[CH:28]=[C:27]4[C:23]([C:24](=[O:37])[N:25]([CH3:36])[N:26]4C(OC(C)(C)C)=O)=[CH:22][CH:21]=3)=[O:18])[C:10](=[O:42])[CH:9]=2)[CH:7]=1.C(O)(C(F)(F)F)=O. (3) Given the product [C:29]([O:37][CH2:38][C:39]1[CH:40]=[C:41]([CH2:42][N:7]([C:6]([O:5][C:1]([CH3:3])([CH3:2])[CH3:4])=[O:26])[C:8]2[CH:9]=[C:10]([C:15]3[CH:20]=[CH:19][C:18]([C:21](=[O:24])[CH2:22][CH3:23])=[CH:17][C:16]=3[CH3:25])[C:11]([CH3:14])=[CH:12][CH:13]=2)[CH:44]=[CH:45][C:46]=1[CH2:47][O:48][C:49](=[O:56])[C:50]1[CH:51]=[CH:52][CH:53]=[CH:54][CH:55]=1)(=[O:36])[C:30]1[CH:31]=[CH:32][CH:33]=[CH:34][CH:35]=1, predict the reactants needed to synthesize it. The reactants are: [C:1]([O:5][C:6](=[O:26])[NH:7][C:8]1[CH:9]=[C:10]([C:15]2[CH:20]=[CH:19][C:18]([C:21](=[O:24])[CH2:22][CH3:23])=[CH:17][C:16]=2[CH3:25])[C:11]([CH3:14])=[CH:12][CH:13]=1)([CH3:4])([CH3:3])[CH3:2].[H-].[Na+].[C:29]([O:37][CH2:38][C:39]1[CH:40]=[C:41]([CH:44]=[CH:45][C:46]=1[CH2:47][O:48][C:49](=[O:56])[C:50]1[CH:55]=[CH:54][CH:53]=[CH:52][CH:51]=1)[CH2:42]Br)(=[O:36])[C:30]1[CH:35]=[CH:34][CH:33]=[CH:32][CH:31]=1. (4) Given the product [CH3:13][O:12][C:3]1[CH:4]=[CH:5][C:6]([S:8]([CH3:11])(=[O:10])=[O:9])=[CH:7][C:2]=1[B:17]1[O:18][C:19]([CH3:21])([CH3:20])[C:15]([CH3:31])([CH3:14])[O:16]1, predict the reactants needed to synthesize it. The reactants are: Br[C:2]1[CH:7]=[C:6]([S:8]([CH3:11])(=[O:10])=[O:9])[CH:5]=[CH:4][C:3]=1[O:12][CH3:13].[CH3:14][C:15]1([CH3:31])[C:19]([CH3:21])([CH3:20])[O:18][B:17]([B:17]2[O:18][C:19]([CH3:21])([CH3:20])[C:15]([CH3:31])([CH3:14])[O:16]2)[O:16]1.C([O-])(=O)C.[K+]. (5) Given the product [CH3:8][O:9][C@@H:10]1[CH2:14][O:13][C@@H:12]2[C@H:15]([O:18][C:19]3[NH:20][C:21]4[C:22]([N:40]=3)=[N:23][C:24]([C:28]3[CH:33]=[CH:32][C:31]([C:34]5[CH:39]=[CH:38][CH:37]=[CH:36][CH:35]=5)=[CH:30][CH:29]=3)=[C:25]([Cl:27])[CH:26]=4)[CH2:16][O:17][C@H:11]12, predict the reactants needed to synthesize it. The reactants are: C(O)(C(F)(F)F)=O.[CH3:8][O:9][C@@H:10]1[CH2:14][O:13][C@@H:12]2[C@H:15]([O:18][C:19]3[N:20](COCC[Si](C)(C)C)[C:21]4[C:22]([N:40]=3)=[N:23][C:24]([C:28]3[CH:33]=[CH:32][C:31]([C:34]5[CH:39]=[CH:38][CH:37]=[CH:36][CH:35]=5)=[CH:30][CH:29]=3)=[C:25]([Cl:27])[CH:26]=4)[CH2:16][O:17][C@H:11]12. (6) Given the product [Cl:1][C:2]1[CH:7]=[CH:6][N:5]=[C:4]2[CH:8]=[C:9]([C:11]([N:18]3[CH2:19][CH2:20][C@@H:16]([N:15]([CH3:21])[CH3:14])[CH2:17]3)=[O:13])[S:10][C:3]=12, predict the reactants needed to synthesize it. The reactants are: [Cl:1][C:2]1[CH:7]=[CH:6][N:5]=[C:4]2[CH:8]=[C:9]([C:11]([OH:13])=O)[S:10][C:3]=12.[CH3:14][N:15]([CH3:21])[C@@H:16]1[CH2:20][CH2:19][NH:18][CH2:17]1.CCN(CC)CC. (7) Given the product [Cl:13][C:12]1[C:3]2[CH2:2][N:30]([CH:28]([C:18]3[CH:19]=[N:20][C:21]([O:22][CH2:23][C:24]([F:26])([F:27])[F:25])=[C:16]([Cl:15])[CH:17]=3)[CH3:29])[C:5](=[O:7])[C:4]=2[CH:9]=[CH:10][N:11]=1, predict the reactants needed to synthesize it. The reactants are: Br[CH2:2][C:3]1[C:12]([Cl:13])=[N:11][CH:10]=[CH:9][C:4]=1[C:5]([O:7]C)=O.Cl.[Cl:15][C:16]1[CH:17]=[C:18]([CH:28]([NH2:30])[CH3:29])[CH:19]=[N:20][C:21]=1[O:22][CH2:23][C:24]([F:27])([F:26])[F:25].